From a dataset of Forward reaction prediction with 1.9M reactions from USPTO patents (1976-2016). Predict the product of the given reaction. (1) Given the reactants [NH:1]1[CH2:6][CH2:5][O:4][CH2:3][CH2:2]1.C(N(CC)CC)C.C([NH:17][CH2:18][C:19]1[CH:24]=[C:23]([F:25])[CH:22]=[CH:21][C:20]=1[S:26]([Cl:29])(=[O:28])=[O:27])(=O)C, predict the reaction product. The product is: [ClH:29].[F:25][C:23]1[CH:22]=[CH:21][C:20]([S:26]([N:1]2[CH2:6][CH2:5][O:4][CH2:3][CH2:2]2)(=[O:28])=[O:27])=[C:19]([CH2:18][NH2:17])[CH:24]=1. (2) Given the reactants [CH3:1][NH:2][NH:3][C:4]([C:6]1[C:11]([CH3:12])=[CH:10][CH:9]=[CH:8][N:7]=1)=[NH:5].[F:13][C:14]1[CH:15]=[CH:16][C:17]([OH:22])=[C:18]([CH:21]=1)[CH:19]=O, predict the reaction product. The product is: [F:13][C:14]1[CH:15]=[CH:16][C:17]([OH:22])=[C:18]([C:19]2[N:2]([CH3:1])[N:3]=[C:4]([C:6]3[C:11]([CH3:12])=[CH:10][CH:9]=[CH:8][N:7]=3)[N:5]=2)[CH:21]=1.